From a dataset of Forward reaction prediction with 1.9M reactions from USPTO patents (1976-2016). Predict the product of the given reaction. Given the reactants [N+:1]([C:4]1[CH:9]=[CH:8][C:7]([S:10]([NH:13][C:14]2[CH:19]=[CH:18][CH:17]=[CH:16][C:15]=2[C:20]([F:23])([F:22])[F:21])(=[O:12])=[O:11])=[CH:6][CH:5]=1)([O-:3])=[O:2].Br[CH2:25][CH:26]([CH3:28])[CH3:27].C([O-])([O-])=O.[K+].[K+], predict the reaction product. The product is: [CH2:25]([N:13]([C:14]1[CH:19]=[CH:18][CH:17]=[CH:16][C:15]=1[C:20]([F:23])([F:21])[F:22])[S:10]([C:7]1[CH:8]=[CH:9][C:4]([N+:1]([O-:3])=[O:2])=[CH:5][CH:6]=1)(=[O:11])=[O:12])[CH:26]([CH3:28])[CH3:27].